Dataset: Forward reaction prediction with 1.9M reactions from USPTO patents (1976-2016). Task: Predict the product of the given reaction. (1) Given the reactants [CH2:1]([O:3][C:4]1[C:9]([F:10])=[CH:8][CH:7]=[CH:6][C:5]=1[OH:11])[CH3:2].[OH-].[Na+].[CH2:14](O)[CH3:15].BrCC, predict the reaction product. The product is: [CH2:14]([O:11][C:5]1[CH:6]=[CH:7][CH:8]=[C:9]([F:10])[C:4]=1[O:3][CH2:1][CH3:2])[CH3:15]. (2) Given the reactants C1C(OC2C(I)=CC(C[C@H](N)C(O)=O)=CC=2I)=CC(I)=C(O)C=1.[CH:24]1[C:25]([CH2:42][C@H:43]([NH2:47])[C:44]([O-:46])=[O:45])=[CH:26][C:27]([I:41])=[C:28]([O:31][C:32]2[CH:33]=[C:34]([I:40])[C:35]([OH:39])=[C:36]([I:38])[CH:37]=2)[C:29]=1[I:30].O.[Na+].C(O)[C@H]([C@H]([C@@H]([C@@H](CO)O)O)O)O, predict the reaction product. The product is: [CH:26]1[C:25]([CH2:42][C@H:43]([NH2:47])[C:44]([OH:46])=[O:45])=[CH:24][C:29]([I:30])=[C:28]([O:31][C:32]2[CH:37]=[C:36]([I:38])[C:35]([OH:39])=[C:34]([I:40])[CH:33]=2)[C:27]=1[I:41]. (3) Given the reactants [F:1][C:2]([F:13])([F:12])[O:3][C:4]1[CH:11]=[CH:10][C:7]([CH:8]=O)=[CH:6][CH:5]=1.[CH3:14][C:15]([S@@:18]([NH2:20])=[O:19])([CH3:17])[CH3:16].O, predict the reaction product. The product is: [CH3:14][C:15]([S@@:18](/[N:20]=[CH:8]/[C:7]1[CH:10]=[CH:11][C:4]([O:3][C:2]([F:13])([F:12])[F:1])=[CH:5][CH:6]=1)=[O:19])([CH3:17])[CH3:16].